This data is from Catalyst prediction with 721,799 reactions and 888 catalyst types from USPTO. The task is: Predict which catalyst facilitates the given reaction. Reactant: [Cl:1][C:2]1[CH:7]=[CH:6][C:5]([CH:8]2[CH2:11][CH2:10][C:9]2=O)=[CH:4][CH:3]=1.Cl.[NH2:14][OH:15].[OH-].[Na+]. Product: [Cl:1][C:2]1[CH:7]=[CH:6][C:5]([CH:8]2[CH2:11][CH2:10][C:9]2=[N:14][OH:15])=[CH:4][CH:3]=1. The catalyst class is: 14.